From a dataset of Full USPTO retrosynthesis dataset with 1.9M reactions from patents (1976-2016). Predict the reactants needed to synthesize the given product. (1) Given the product [CH3:15][O:16][C:17]1[CH:18]=[C:19]([N:23]2[CH2:28][CH2:27][N:26]([C:3]3[NH:12][C:11](=[O:13])[C:10]4[CH2:9][CH2:8][CH2:7][CH2:6][C:5]=4[N:4]=3)[CH2:25][CH2:24]2)[CH:20]=[CH:21][CH:22]=1, predict the reactants needed to synthesize it. The reactants are: CS[C:3]1[NH:12][C:11](=[O:13])[C:10]2[CH2:9][CH2:8][CH2:7][CH2:6][C:5]=2[N:4]=1.Cl.[CH3:15][O:16][C:17]1[CH:18]=[C:19]([N:23]2[CH2:28][CH2:27][NH:26][CH2:25][CH2:24]2)[CH:20]=[CH:21][CH:22]=1.C(N(CC)CC)C. (2) Given the product [CH3:1][O:2][C:3]1[C:8]2[N:9]=[C:10]([NH2:12])[O:11][C:7]=2[C:6]([N:13]2[CH2:25][CH2:24][O:23][CH2:22][CH2:21]2)=[CH:5][CH:4]=1, predict the reactants needed to synthesize it. The reactants are: [CH3:1][O:2][C:3]1[C:8]2[N:9]=[C:10]([NH2:12])[O:11][C:7]=2[C:6]([NH2:13])=[CH:5][CH:4]=1.C(=O)([O-])[O-].[K+].[K+].I[CH2:21][CH2:22][O:23][CH2:24][CH2:25]I. (3) Given the product [N:1]1([CH2:6][CH2:7][CH2:8][O:9][C:10]2[CH:15]=[CH:14][C:13]([C:16]3([C:22]([NH2:23])=[O:26])[CH2:17][CH2:18][O:19][CH2:20][CH2:21]3)=[CH:12][CH:11]=2)[CH2:5][CH2:4][CH2:3][CH2:2]1, predict the reactants needed to synthesize it. The reactants are: [N:1]1([CH2:6][CH2:7][CH2:8][O:9][C:10]2[CH:15]=[CH:14][C:13]([C:16]3([C:22]#[N:23])[CH2:21][CH2:20][O:19][CH2:18][CH2:17]3)=[CH:12][CH:11]=2)[CH2:5][CH2:4][CH2:3][CH2:2]1.C(OCC)(=[O:26])C. (4) Given the product [ClH:1].[C:2]1([CH:12]([NH:14][CH2:15][CH2:16][C@H:17]([C:19]2[CH:24]=[CH:23][CH:22]=[C:21]([C:25]([F:26])([F:27])[F:28])[CH:20]=2)[OH:18])[CH3:13])[C:11]2[C:6](=[CH:7][CH:8]=[CH:9][CH:10]=2)[CH:5]=[CH:4][CH:3]=1, predict the reactants needed to synthesize it. The reactants are: [ClH:1].[C:2]1([C@H:12]([NH:14][CH2:15][CH2:16][C:17]([C:19]2[CH:24]=[CH:23][CH:22]=[C:21]([C:25]([F:28])([F:27])[F:26])[CH:20]=2)=[O:18])[CH3:13])[C:11]2[C:6](=[CH:7][CH:8]=[CH:9][CH:10]=2)[CH:5]=[CH:4][CH:3]=1.[BH4-].[Na+].[OH-].[Na+].O. (5) Given the product [CH3:20][N:21]([CH3:26])[S:22]([N:5]1[CH:6]=[C:2]([I:1])[C:3]([C:7]2[CH:12]=[CH:11][CH:10]=[CH:9][N:8]=2)=[N:4]1)(=[O:24])=[O:23], predict the reactants needed to synthesize it. The reactants are: [I:1][C:2]1[C:3]([C:7]2[CH:12]=[CH:11][CH:10]=[CH:9][N:8]=2)=[N:4][NH:5][CH:6]=1.C(N(CC)CC)C.[CH3:20][N:21]([CH3:26])[S:22](Cl)(=[O:24])=[O:23]. (6) Given the product [Cl:15][C:12]1[C:13]([NH2:14])=[C:8]([O:23][C@@H:19]2[CH2:20][CH2:21][CH2:22][N:17]([CH3:16])[CH2:18]2)[N:9]=[CH:10][N:11]=1, predict the reactants needed to synthesize it. The reactants are: CC(C)([O-])C.[Na+].Cl[C:8]1[C:13]([NH2:14])=[C:12]([Cl:15])[N:11]=[CH:10][N:9]=1.[CH3:16][N:17]1[CH2:22][CH2:21][CH2:20][C@@H:19]([OH:23])[CH2:18]1. (7) The reactants are: [C:1]([C:3]1[CH:8]=[CH:7][N:6]=[CH:5][CH:4]=1)#[N:2].C[O-].[Na+].CO.[Cl-:14].[NH4+:15].CC(C)=O. Given the product [ClH:14].[C:1]([C:3]1[CH:8]=[CH:7][N:6]=[CH:5][CH:4]=1)(=[NH:15])[NH2:2], predict the reactants needed to synthesize it. (8) Given the product [C:16]([C:20]1[CH:21]=[C:22]([C:30]2[CH:38]=[CH:37][CH:36]=[C:35]3[C:31]=2[CH:32]=[C:33]([CH:39]([CH3:41])[CH3:40])[CH2:34]3)[CH:23]=[C:24]([C:26]([CH3:29])([CH3:28])[CH3:27])[CH:25]=1)([CH3:17])([CH3:18])[CH3:19], predict the reactants needed to synthesize it. The reactants are: Cl[Si]1(Cl)C2C=CC=CC=2C2C1=CC=CC=2.[C:16]([C:20]1[CH:21]=[C:22]([C:30]2[CH:38]=[CH:37][CH:36]=[C:35]3[C:31]=2[CH:32]=[C:33]([CH:39]([CH3:41])[CH3:40])[CH2:34]3)[CH:23]=[C:24]([C:26]([CH3:29])([CH3:28])[CH3:27])[CH:25]=1)([CH3:19])([CH3:18])[CH3:17].[Li].